This data is from Full USPTO retrosynthesis dataset with 1.9M reactions from patents (1976-2016). The task is: Predict the reactants needed to synthesize the given product. (1) Given the product [OH:6][CH:5]([CH2:4][OH:3])[CH2:7][O:8][C:9]1[CH:14]=[CH:13][C:12]([C:15]2[O:24][N:27]=[C:17]([C:18]([O:20][CH2:21][CH3:22])=[O:19])[CH:16]=2)=[CH:11][CH:10]=1, predict the reactants needed to synthesize it. The reactants are: CC1(C)[O:6][CH:5]([CH2:7][O:8][C:9]2[CH:14]=[CH:13][C:12]([C:15](=[O:24])[CH2:16][C:17](=O)[C:18]([O:20][CH2:21][CH3:22])=[O:19])=[CH:11][CH:10]=2)[CH2:4][O:3]1.Cl.[NH2:27]O. (2) Given the product [Br:24][C:17]1[CH:18]=[CH:19][C:14]([C@@H:20]([NH:23][C:8](=[O:9])[C:10]([F:11])([F:12])[F:13])[CH2:21][CH3:22])=[CH:15][CH:16]=1, predict the reactants needed to synthesize it. The reactants are: [C:8](O[C:8]([C:10]([F:13])([F:12])[F:11])=[O:9])([C:10]([F:13])([F:12])[F:11])=[O:9].[C:14]1([C@@H:20]([NH2:23])[CH2:21][CH3:22])[CH:19]=[CH:18][CH:17]=[CH:16][CH:15]=1.[Br:24]N1C(C)(C)C(=O)N(Br)C1=O. (3) The reactants are: [CH:1]([C:3]1[NH:7][C:6]([C:8]([OH:10])=O)=[CH:5][C:4]=1[CH3:11])=[O:2].[NH2:12][CH2:13][CH2:14][N:15]1[CH2:20][CH2:19][O:18][CH2:17][CH2:16]1.C(Cl)CCl.C1C=CC2N(O)N=NC=2C=1.C(N(CC)CC)C. Given the product [N:15]1([CH2:14][CH2:13][NH:12][C:8]([C:6]2[NH:7][C:3]([CH:1]=[O:2])=[C:4]([CH3:11])[CH:5]=2)=[O:10])[CH2:20][CH2:19][O:18][CH2:17][CH2:16]1, predict the reactants needed to synthesize it. (4) Given the product [CH3:1][O:2][C:3]1[CH:4]=[C:5]([CH2:11][CH2:12][C:13]2[CH:25]=[CH:24][C:16]([C:17]([OH:19])=[O:18])=[C:15]([NH:26][C:27]3[CH:32]=[CH:31][C:30]([F:33])=[CH:29][CH:28]=3)[CH:14]=2)[CH:6]=[CH:7][C:8]=1[O:9][CH3:10], predict the reactants needed to synthesize it. The reactants are: [CH3:1][O:2][C:3]1[CH:4]=[C:5](/[CH:11]=[CH:12]/[C:13]2[CH:25]=[CH:24][C:16]([C:17]([O:19]C(C)(C)C)=[O:18])=[C:15]([NH:26][C:27]3[CH:32]=[CH:31][C:30]([F:33])=[CH:29][CH:28]=3)[CH:14]=2)[CH:6]=[CH:7][C:8]=1[O:9][CH3:10].C(OCC)(=O)C. (5) Given the product [Cl:1][C:2]1[CH:3]=[C:4]([CH:7]=[CH:8][C:9]=1[F:10])[C:5]([NH2:6])=[S:12], predict the reactants needed to synthesize it. The reactants are: [Cl:1][C:2]1[CH:3]=[C:4]([CH:7]=[CH:8][C:9]=1[F:10])[C:5]#[N:6].[NH4+]=[S:12].O. (6) Given the product [CH3:1][O:2][C:3](=[O:25])[CH2:4][C:5]1[CH:6]=[C:7]([C:13]2[CH:18]=[CH:17][C:16]([C:19]([F:21])([F:22])[F:20])=[CH:15][C:14]=2[CH2:23][NH:30][CH2:29][CH2:28][O:27][CH3:26])[C:8]([O:11][CH3:12])=[CH:9][CH:10]=1, predict the reactants needed to synthesize it. The reactants are: [CH3:1][O:2][C:3](=[O:25])[CH2:4][C:5]1[CH:6]=[C:7]([C:13]2[CH:18]=[CH:17][C:16]([C:19]([F:22])([F:21])[F:20])=[CH:15][C:14]=2[CH:23]=O)[C:8]([O:11][CH3:12])=[CH:9][CH:10]=1.[CH3:26][O:27][CH2:28][CH2:29][NH2:30].